This data is from Full USPTO retrosynthesis dataset with 1.9M reactions from patents (1976-2016). The task is: Predict the reactants needed to synthesize the given product. (1) Given the product [F:21][C:15]1[CH:16]=[CH:17][CH:18]=[C:19]([F:20])[C:14]=1[N:7]1[C:8]2[CH:13]=[CH:12][CH:11]=[CH:10][C:9]=2[N:5]([CH2:4][CH2:3][CH2:2][NH:25][CH3:24])[S:6]1(=[O:23])=[O:22], predict the reactants needed to synthesize it. The reactants are: Br[CH2:2][CH2:3][CH2:4][N:5]1[C:9]2[CH:10]=[CH:11][CH:12]=[CH:13][C:8]=2[N:7]([C:14]2[C:19]([F:20])=[CH:18][CH:17]=[CH:16][C:15]=2[F:21])[S:6]1(=[O:23])=[O:22].[CH3:24][NH2:25]. (2) The reactants are: [NH2:1][C:2]1[S:3][C:4]2[CH:10]=[C:9]([O:11][C:12]3[CH:13]=[C:14]([NH:20][C:21](=[O:33])[C:22]4[CH:27]=[CH:26][CH:25]=[C:24]([C:28]([C:31]#[N:32])([CH3:30])[CH3:29])[CH:23]=4)[CH:15]=[CH:16][C:17]=3[O:18][CH3:19])[CH:8]=[CH:7][C:5]=2[N:6]=1.[O:34]1[CH:38]=[C:37]([C:39](O)=[O:40])[N:36]=[CH:35]1.Cl.C(N=C=NCCCN(C)C)C.ON1C2C=CC=CC=2N=N1.C(N(C(C)C)C(C)C)C. Given the product [C:31]([C:28]([C:24]1[CH:23]=[C:22]([CH:27]=[CH:26][CH:25]=1)[C:21]([NH:20][C:14]1[CH:15]=[CH:16][C:17]([O:18][CH3:19])=[C:12]([CH:13]=1)[O:11][C:9]1[CH:8]=[CH:7][C:5]2[N:6]=[C:2]([NH:1][C:39]([C:37]3[N:36]=[CH:35][O:34][CH:38]=3)=[O:40])[S:3][C:4]=2[CH:10]=1)=[O:33])([CH3:30])[CH3:29])#[N:32], predict the reactants needed to synthesize it. (3) Given the product [F:14][CH:15]([F:19])[C:16]1[NH:11][C:7]2[CH:8]=[CH:9][CH:10]=[C:4]([O:3][CH2:1][CH3:2])[C:5]=2[N:6]=1, predict the reactants needed to synthesize it. The reactants are: [CH2:1]([O:3][C:4]1[CH:10]=[CH:9][CH:8]=[C:7]([N+:11]([O-])=O)[C:5]=1[NH2:6])[CH3:2].[F:14][CH:15]([F:19])[C:16](O)=O. (4) Given the product [Cl:10][C:5]1[C:6]([Cl:9])=[C:7]2[N:8]=[C:18]([C:17]3[CH:21]=[CH:22][C:14]([N+:11]([O-:13])=[O:12])=[CH:15][CH:16]=3)[NH:1][C:2]2=[N:3][CH:4]=1, predict the reactants needed to synthesize it. The reactants are: [NH2:1][C:2]1[C:7]([NH2:8])=[C:6]([Cl:9])[C:5]([Cl:10])=[CH:4][N:3]=1.[N+:11]([C:14]1[CH:22]=[CH:21][C:17]([C:18](O)=O)=[CH:16][CH:15]=1)([O-:13])=[O:12]. (5) Given the product [NH2:1][C:2]1[N:9]=[CH:8][C:7]([C:10]2[CH:15]=[CH:14][C:13]([NH:16][C:24]([NH:25][C:26]3[CH:30]=[C:29]([C:31]([CH3:34])([CH3:33])[CH3:32])[O:28][N:27]=3)=[O:23])=[CH:12][CH:11]=2)=[CH:6][C:3]=1[C:4]#[N:5], predict the reactants needed to synthesize it. The reactants are: [NH2:1][C:2]1[N:9]=[CH:8][C:7]([C:10]2[CH:15]=[CH:14][C:13]([NH2:16])=[CH:12][CH:11]=2)=[CH:6][C:3]=1[C:4]#[N:5].C1([O:23][C:24](=O)[NH:25][C:26]2[CH:30]=[C:29]([C:31]([CH3:34])([CH3:33])[CH3:32])[O:28][N:27]=2)C=CC=CC=1. (6) The reactants are: Br[CH2:2][CH2:3][CH2:4][CH2:5][O:6][CH2:7][CH2:8][O:9][CH2:10][CH2:11][O:12][CH2:13][CH2:14][O:15][CH2:16][C:17]1[CH:22]=[CH:21][CH:20]=[CH:19][CH:18]=1.[I-:23].[Na+]. Given the product [I:23][CH2:2][CH2:3][CH2:4][CH2:5][O:6][CH2:7][CH2:8][O:9][CH2:10][CH2:11][O:12][CH2:13][CH2:14][O:15][CH2:16][C:17]1[CH:22]=[CH:21][CH:20]=[CH:19][CH:18]=1, predict the reactants needed to synthesize it.